Predict the product of the given reaction. From a dataset of Forward reaction prediction with 1.9M reactions from USPTO patents (1976-2016). (1) Given the reactants O=[C:2]1[O:7][C:6]([C:8]2[CH:13]=[CH:12][CH:11]=[CH:10][C:9]=2[O:14]C(=O)C)=[N:5][C:4]2[CH:18]=[CH:19][CH:20]=[CH:21][C:3]1=2.[NH2:22][CH2:23][CH2:24][C:25]1[CH:30]=[CH:29][C:28]([OH:31])=[CH:27][CH:26]=1, predict the reaction product. The product is: [OH:14][C:9]1[CH:10]=[CH:11][CH:12]=[CH:13][C:8]=1[C:6]1[N:22]([CH2:23][CH2:24][C:25]2[CH:30]=[CH:29][C:28]([OH:31])=[CH:27][CH:26]=2)[C:2](=[O:7])[C:3]2[C:4](=[CH:18][CH:19]=[CH:20][CH:21]=2)[N:5]=1. (2) Given the reactants [C:1]([O-:4])(=[O:3])[CH3:2].[Na+].[CH2:6]([O:8][C:9]([C:11](=[CH:16][C:17]1[O:18][C:19]([CH3:22])=[CH:20][CH:21]=1)[CH2:12][C:13](O)=O)=[O:10])[CH3:7], predict the reaction product. The product is: [C:1]([O:4][C:13]1[C:21]2[CH:20]=[C:19]([CH3:22])[O:18][C:17]=2[CH:16]=[C:11]([C:9]([O:8][CH2:6][CH3:7])=[O:10])[CH:12]=1)(=[O:3])[CH3:2].